Dataset: Forward reaction prediction with 1.9M reactions from USPTO patents (1976-2016). Task: Predict the product of the given reaction. Given the reactants [F:1][C:2]1[CH:7]=[CH:6][CH:5]=[CH:4][C:3]=1[NH:8][C:9]1[C:10]([NH2:15])=[CH:11][CH:12]=[CH:13][CH:14]=1.[S:16](N)(N)(=[O:18])=[O:17], predict the reaction product. The product is: [F:1][C:2]1[CH:7]=[CH:6][CH:5]=[CH:4][C:3]=1[N:8]1[C:9]2[CH:14]=[CH:13][CH:12]=[CH:11][C:10]=2[NH:15][S:16]1(=[O:18])=[O:17].